From a dataset of Reaction yield outcomes from USPTO patents with 853,638 reactions. Predict the reaction yield, written as a fraction of the theoretical maximum amount of product (1.0 means a 100% yield; for example, 0.34 means a 34% yield). (1) The reactants are C(O[C:6](=O)[NH:7][C:8]1[C:13]([CH3:14])=[CH:12][CH:11]=[CH:10][N:9]=1)(C)(C)C.[Li]CCCC.[F:21][C:22]([F:30])([F:29])C(N(OC)C)=O.Cl. The catalyst is C1COCC1. The product is [F:21][C:22]([F:30])([F:29])[C:6]1[NH:7][C:8]2=[N:9][CH:10]=[CH:11][CH:12]=[C:13]2[CH:14]=1. The yield is 0.270. (2) The reactants are [C:1]1([C:7]2[NH:11][CH:10]=[C:9]([C:12]([O:14][CH2:15][CH3:16])=[O:13])[CH:8]=2)[CH:6]=[CH:5][CH:4]=[CH:3][CH:2]=1.[H-].[Na+].[CH3:19][O:20][C:21]1[CH:26]=[CH:25][C:24]([S:27](Cl)(=[O:29])=[O:28])=[CH:23][CH:22]=1. No catalyst specified. The product is [CH3:19][O:20][C:21]1[CH:22]=[CH:23][C:24]([S:27]([N:11]2[C:7]([C:1]3[CH:2]=[CH:3][CH:4]=[CH:5][CH:6]=3)=[CH:8][C:9]([C:12]([O:14][CH2:15][CH3:16])=[O:13])=[CH:10]2)(=[O:29])=[O:28])=[CH:25][CH:26]=1. The yield is 0.970.